From a dataset of Reaction yield outcomes from USPTO patents with 853,638 reactions. Predict the reaction yield, written as a fraction of the theoretical maximum amount of product (1.0 means a 100% yield; for example, 0.34 means a 34% yield). (1) The reactants are [CH3:1][C:2]1[CH:7]=[C:6]([CH3:8])[CH:5]=[C:4]([CH3:9])[C:3]=1[S:10]([C:13]1[CH:18]=[CH:17][C:16]([OH:19])=[CH:15][CH:14]=1)(=[O:12])=[O:11].[CH:20]1[CH:25]=[CH:24][C:23](P([C:20]2[CH:25]=[CH:24][CH:23]=[CH:22][CH:21]=2)[C:20]2[CH:25]=[CH:24][CH:23]=[CH:22][CH:21]=2)=[CH:22][CH:21]=1.C1(O)CCCCC1.CC(OC(/N=N/C(OC(C)C)=O)=O)C. The catalyst is C1COCC1. The product is [CH:20]1([O:19][C:16]2[CH:17]=[CH:18][C:13]([S:10]([C:3]3[C:2]([CH3:1])=[CH:7][C:6]([CH3:8])=[CH:5][C:4]=3[CH3:9])(=[O:12])=[O:11])=[CH:14][CH:15]=2)[CH2:25][CH2:24][CH2:23][CH2:22][CH2:21]1. The yield is 0.770. (2) The reactants are [Cl:1][C:2]1[C:7]([CH2:8][C:9]([O:11][CH2:12][CH3:13])=[O:10])=[CH:6][N:5]=[CH:4][N:3]=1.[CH:14]([N-]C(C)C)(C)C.[Li+].IC. The catalyst is C1COCC1. The product is [Cl:1][C:2]1[C:7]([CH:8]([CH3:14])[C:9]([O:11][CH2:12][CH3:13])=[O:10])=[CH:6][N:5]=[CH:4][N:3]=1. The yield is 0.310. (3) The reactants are [Cl:1][C:2](=[CH2:10])[C:3]([CH3:9])([CH3:8])[C:4]([O:6]C)=[O:5].[OH-].[Na+]. The catalyst is O. The product is [Cl:1][C:2](=[CH2:10])[C:3]([CH3:9])([CH3:8])[C:4]([OH:6])=[O:5]. The yield is 0.700. (4) The reactants are [Cl:1][C:2]1[N:3]=[CH:4][NH:5][CH:6]=1.Cl[C:8]1[C:13]([O:14][CH3:15])=[CH:12][C:11]([N+:16]([O-:18])=[O:17])=[CH:10][N:9]=1.[OH-].[K+].O. The catalyst is CS(C)=O. The product is [Cl:1][C:2]1[N:3]=[CH:4][N:5]([C:8]2[C:13]([O:14][CH3:15])=[CH:12][C:11]([N+:16]([O-:18])=[O:17])=[CH:10][N:9]=2)[CH:6]=1. The yield is 0.770. (5) The reactants are O1[CH2:6][CH2:5][CH2:4][CH2:3][CH:2]1[N:7]1[C:15]2[C:10](=[CH:11][C:12]([C:16]3[N:20]=[CH:19][N:18]([C:21]([C:34]4[CH:39]=[CH:38][CH:37]=[CH:36][CH:35]=4)([C:28]4[CH:33]=[CH:32][CH:31]=[CH:30][CH:29]=4)[C:22]4[CH:27]=[CH:26][CH:25]=[CH:24][CH:23]=4)[N:17]=3)=[CH:13][CH:14]=2)[C:9]([C:40]2[CH:41]=[C:42]([CH:47]=[CH:48][CH:49]=2)[C:43](OC)=O)=[N:8]1.[OH2:50].[OH-:51].[Li+].[CH2:53]([NH2:60])[C:54]1[CH:59]=[CH:58][CH:57]=[CH:56][CH:55]=1.O.ON1C2C=CC=CC=2N=N1.Cl.CN(C)CCCN=C=NCC. The catalyst is O1CCCC1.O1CCCC1.O. The product is [O:50]1[CH2:6][CH2:5][CH2:4][CH2:3][CH:2]1[N:7]1[C:15]2[C:10](=[CH:11][C:12]([C:16]3[N:20]=[CH:19][N:18]([C:21]([C:34]4[CH:39]=[CH:38][CH:37]=[CH:36][CH:35]=4)([C:28]4[CH:33]=[CH:32][CH:31]=[CH:30][CH:29]=4)[C:22]4[CH:27]=[CH:26][CH:25]=[CH:24][CH:23]=4)[N:17]=3)=[CH:13][CH:14]=2)[C:9]([C:40]2[CH:41]=[C:42]([C:43]([NH:60][CH2:53][C:54]3[CH:59]=[CH:58][CH:57]=[CH:56][CH:55]=3)=[O:51])[CH:47]=[CH:48][CH:49]=2)=[N:8]1. The yield is 0.780. (6) The reactants are [CH2:1]([O:3][C:4]1[C:9]([O:10][CH3:11])=[CH:8][C:7]([N+:12]([O-])=O)=[CH:6][N:5]=1)[CH3:2].Cl. The catalyst is C(O)C.[Zn]. The product is [CH2:1]([O:3][C:4]1[N:5]=[CH:6][C:7]([NH2:12])=[CH:8][C:9]=1[O:10][CH3:11])[CH3:2]. The yield is 0.720. (7) The reactants are [CH:1]([C:3]1[O:7][C:6]([C:8]([OH:10])=[O:9])=[CH:5][CH:4]=1)=O.Cl.[NH2:12]O.C(OC(=O)C)(=O)C. The catalyst is N1C=CC=CC=1. The product is [C:1]([C:3]1[O:7][C:6]([C:8]([OH:10])=[O:9])=[CH:5][CH:4]=1)#[N:12]. The yield is 0.760. (8) The reactants are [NH2:1][C:2]1[N:7]=[CH:6][C:5]([C:8]2[CH:16]=[CH:15][C:11]([C:12]([OH:14])=O)=[CH:10][CH:9]=2)=[CH:4][C:3]=1[O:17][CH2:18][C:19]1[C:24]([Cl:25])=[CH:23][CH:22]=[CH:21][C:20]=1[Cl:26].C1C=CC2N(O)N=NC=2C=1.C(Cl)CCl.[CH2:41]([N:43]([CH2:47][CH3:48])[CH2:44][CH2:45][NH2:46])[CH3:42]. The catalyst is CN(C=O)C.CCOC(C)=O. The product is [NH2:1][C:2]1[N:7]=[CH:6][C:5]([C:8]2[CH:9]=[CH:10][C:11]([C:12]([NH:46][CH2:45][CH2:44][N:43]([CH2:47][CH3:48])[CH2:41][CH3:42])=[O:14])=[CH:15][CH:16]=2)=[CH:4][C:3]=1[O:17][CH2:18][C:19]1[C:24]([Cl:25])=[CH:23][CH:22]=[CH:21][C:20]=1[Cl:26]. The yield is 0.720. (9) The yield is 0.550. The reactants are [Cl:1][C:2]1[C:7]([C:8](Cl)=[O:9])=[C:6]([Cl:11])[N:5]=[CH:4][N:3]=1.[OH:12][NH:13][C:14](=[NH:17])[CH2:15][CH3:16].CCN(C(C)C)C(C)C.C(Cl)Cl.CO. The product is [Cl:1][C:2]1[C:7]([C:8]([O:12][N:13]=[C:14]([NH2:17])[CH2:15][CH3:16])=[O:9])=[C:6]([Cl:11])[N:5]=[CH:4][N:3]=1. The catalyst is C(Cl)Cl.O.